From a dataset of Full USPTO retrosynthesis dataset with 1.9M reactions from patents (1976-2016). Predict the reactants needed to synthesize the given product. (1) Given the product [C:1]([C:4]1[CH:9]=[N:8][N:7]([C:19]2[CH:18]=[N:17][CH:22]=[CH:21][CH:20]=2)[C:6](=[O:10])[C:5]=1[C:11]1[CH:16]=[CH:15][CH:14]=[CH:13][CH:12]=1)(=[O:3])[CH3:2], predict the reactants needed to synthesize it. The reactants are: [C:1]([C:4]1[CH:9]=[N:8][NH:7][C:6](=[O:10])[C:5]=1[C:11]1[CH:16]=[CH:15][CH:14]=[CH:13][CH:12]=1)(=[O:3])[CH3:2].[N:17]1[CH:22]=[CH:21][CH:20]=[C:19](B(O)O)[CH:18]=1.N1C=CC=CC=1. (2) Given the product [CH3:13][O:7][C:6](=[O:8])[C:5]1[CH:9]=[C:10]([I:11])[C:2]([OH:1])=[CH:3][C:4]=1[CH3:12], predict the reactants needed to synthesize it. The reactants are: [OH:1][C:2]1[C:10]([I:11])=[CH:9][C:5]([C:6]([OH:8])=[O:7])=[C:4]([CH3:12])[CH:3]=1.[C:13](Cl)(=O)C. (3) Given the product [CH3:1][O:2][C:3](=[O:15])[C:4]1[CH:5]=[C:6]([C:17]#[C:16][Si:18]([CH3:21])([CH3:20])[CH3:19])[C:7]([N+:11]([O-:13])=[O:12])=[C:8]([F:10])[CH:9]=1, predict the reactants needed to synthesize it. The reactants are: [CH3:1][O:2][C:3](=[O:15])[C:4]1[CH:9]=[C:8]([F:10])[C:7]([N+:11]([O-:13])=[O:12])=[C:6](Br)[CH:5]=1.[C:16]([Si:18]([CH3:21])([CH3:20])[CH3:19])#[CH:17]. (4) Given the product [NH2:3][C:8]1[N:13]=[C:12]([CH2:14][C:15]([NH:17][C:18]2[CH:23]=[CH:22][C:21]([NH:24][C:25]([C:27]3[CH2:32][CH2:31][CH2:30][CH2:29][C:28]=3[C:33]3[CH:38]=[CH:37][C:36]([CH3:39])=[CH:35][CH:34]=3)=[O:26])=[CH:20][CH:19]=2)=[O:16])[CH:11]=[CH:10][CH:9]=1, predict the reactants needed to synthesize it. The reactants are: CC1[N:3]([C:8]2[N:13]=[C:12]([CH2:14][C:15]([NH:17][C:18]3[CH:23]=[CH:22][C:21]([NH:24][C:25]([C:27]4[CH2:32][CH2:31][CH2:30][CH2:29][C:28]=4[C:33]4[CH:38]=[CH:37][C:36]([CH3:39])=[CH:35][CH:34]=4)=[O:26])=[CH:20][CH:19]=3)=[O:16])[CH:11]=[CH:10][CH:9]=2)C(C)=CC=1.Cl.NO.C(N(CC)CC)C.C(=O)([O-])[O-].[K+].[K+]. (5) Given the product [Br:16][C:17]1[C:18]([C:23]2[NH:27][N:26]=[CH:25][N:24]=2)=[C:19]([NH:22][C:13](=[O:15])[CH2:12][C:3]2[C:2]([F:1])=[CH:11][CH:10]=[C:9]3[C:4]=2[CH:5]=[CH:6][CH:7]=[N:8]3)[S:20][CH:21]=1, predict the reactants needed to synthesize it. The reactants are: [F:1][C:2]1[C:3]([CH2:12][C:13]([OH:15])=O)=[C:4]2[C:9](=[CH:10][CH:11]=1)[N:8]=[CH:7][CH:6]=[CH:5]2.[Br:16][C:17]1[C:18]([C:23]2[NH:27][N:26]=[CH:25][N:24]=2)=[C:19]([NH2:22])[S:20][CH:21]=1. (6) The reactants are: [F:1][CH:2]([F:18])[CH2:3][O:4][C:5]1[C:14]([C:15]([CH3:17])=[CH2:16])=[CH:13][C:8]([C:9]([O:11][CH3:12])=[O:10])=[CH:7][N:6]=1. Given the product [F:18][CH:2]([F:1])[CH2:3][O:4][C:5]1[C:14]([CH:15]([CH3:16])[CH3:17])=[CH:13][C:8]([C:9]([O:11][CH3:12])=[O:10])=[CH:7][N:6]=1, predict the reactants needed to synthesize it. (7) Given the product [CH3:1][O:2][C:3]([C:5]1[C:21]([NH:22][C:23]2[CH:28]=[CH:27][C:26]([C:32]#[N:33])=[CH:25][C:24]=2[CH3:30])=[C:20]([F:31])[C:8]2[N:9]=[C:10]([CH2:12][O:13][CH2:14][CH2:15][Si:16]([CH3:19])([CH3:18])[CH3:17])[NH:11][C:7]=2[CH:6]=1)=[O:4], predict the reactants needed to synthesize it. The reactants are: [CH3:1][O:2][C:3]([C:5]1[C:21]([NH:22][C:23]2[CH:28]=[CH:27][C:26](I)=[CH:25][C:24]=2[CH3:30])=[C:20]([F:31])[C:8]2[N:9]=[C:10]([CH2:12][O:13][CH2:14][CH2:15][Si:16]([CH3:19])([CH3:18])[CH3:17])[NH:11][C:7]=2[CH:6]=1)=[O:4].[CH3:32][N:33](C=O)C.